Dataset: Catalyst prediction with 721,799 reactions and 888 catalyst types from USPTO. Task: Predict which catalyst facilitates the given reaction. Reactant: [Cl:1][C:2]1[CH:3]=[CH:4][C:5]([O:11][CH3:12])=[C:6]([CH:8](O)[CH3:9])[CH:7]=1.C([SiH](CC)CC)C. Product: [Cl:1][C:2]1[CH:3]=[CH:4][C:5]([O:11][CH3:12])=[C:6]([CH2:8][CH3:9])[CH:7]=1. The catalyst class is: 55.